From a dataset of Reaction yield outcomes from USPTO patents with 853,638 reactions. Predict the reaction yield, written as a fraction of the theoretical maximum amount of product (1.0 means a 100% yield; for example, 0.34 means a 34% yield). (1) The reactants are [CH3:1][O:2][C:3]1[CH:8]=[CH:7][C:6]([C:9]2[N:13]([CH2:14][C:15]3[CH:24]=[CH:23][C:18]([C:19]([O:21]C)=[O:20])=[CH:17][CH:16]=3)[N:12]=[CH:11][CH:10]=2)=[CH:5][C:4]=1[O:25][C@@H:26]1[CH2:30][CH2:29][O:28][CH2:27]1.O1CCOCC1.[OH-].[Na+].Cl. The catalyst is O. The product is [CH3:1][O:2][C:3]1[CH:8]=[CH:7][C:6]([C:9]2[N:13]([CH2:14][C:15]3[CH:16]=[CH:17][C:18]([C:19]([OH:21])=[O:20])=[CH:23][CH:24]=3)[N:12]=[CH:11][CH:10]=2)=[CH:5][C:4]=1[O:25][C@@H:26]1[CH2:30][CH2:29][O:28][CH2:27]1. The yield is 0.810. (2) The reactants are C(OC([N:8]1[CH2:13][CH2:12][N:11]([CH3:14])[CH2:10][C@H:9]1[CH2:15][O:16][C:17]([N:19]1[CH2:24][CH2:23][N:22]([C:25]2[CH:30]=[CH:29][CH:28]=[CH:27][CH:26]=2)[CH2:21][CH2:20]1)=[O:18])=O)(C)(C)C.[ClH:31].CCOCC. The catalyst is CO. The product is [ClH:31].[ClH:31].[ClH:31].[C:25]1([N:22]2[CH2:23][CH2:24][N:19]([C:17]([O:16][CH2:15][C@@H:9]3[CH2:10][N:11]([CH3:14])[CH2:12][CH2:13][NH:8]3)=[O:18])[CH2:20][CH2:21]2)[CH:26]=[CH:27][CH:28]=[CH:29][CH:30]=1. The yield is 0.960. (3) The reactants are C([O:8][C:9]1[C:10]([C:26]2[C:31]([F:32])=[CH:30][C:29]([F:33])=[CH:28][C:27]=2[F:34])=[C:11]([N:19]2[CH2:24][CH2:23][CH:22]([CH3:25])[CH2:21][CH2:20]2)[C:12]2[CH:17]=[N:16][CH:15]=[N:14][C:13]=2[N:18]=1)C1C=CC=CC=1.[H][H]. The catalyst is CO.[Pd]. The product is [CH3:25][CH:22]1[CH2:23][CH2:24][N:19]([C:11]2[C:12]3[CH:17]=[N:16][CH:15]=[N:14][C:13]=3[N:18]=[C:9]([OH:8])[C:10]=2[C:26]2[C:31]([F:32])=[CH:30][C:29]([F:33])=[CH:28][C:27]=2[F:34])[CH2:20][CH2:21]1. The yield is 0.520. (4) The reactants are [F:1][C:2]1[CH:24]=[CH:23][C:5]([C:6]([N:8]2[CH2:13][CH2:12][CH:11]([C:14](=[O:22])[C:15]3[CH:20]=[CH:19][C:18]([F:21])=[CH:17][CH:16]=3)[CH2:10][CH2:9]2)=[O:7])=[CH:4][CH:3]=1.[CH2:25]1COCC1.CI. The catalyst is O. The product is [F:1][C:2]1[CH:3]=[CH:4][C:5]([C:6]([N:8]2[CH2:9][CH2:10][C:11]([C:14](=[O:22])[C:15]3[CH:16]=[CH:17][C:18]([F:21])=[CH:19][CH:20]=3)([CH3:25])[CH2:12][CH2:13]2)=[O:7])=[CH:23][CH:24]=1. The yield is 0.390.